Predict the product of the given reaction. From a dataset of Forward reaction prediction with 1.9M reactions from USPTO patents (1976-2016). (1) Given the reactants N1C2C(=CC=C3C=2N=CC=C3)C=CC=1.[C:15]([O-])([O-])=[O:16].[Cs+].[Cs+].I[C:22]1[CH:29]=[CH:28][CH:27]=[CH:26][C:23]=1[CH2:24][OH:25], predict the reaction product. The product is: [CH3:15][O:16][C:22]1[CH:29]=[CH:28][CH:27]=[CH:26][C:23]=1[CH2:24][OH:25]. (2) Given the reactants C[O:2][C:3]1[CH:12]=[CH:11][C:10]2[C:5](=[CH:6][CH:7]=[C:8]([C:13]3[CH:18]=[CH:17][CH:16]=[C:15]([O:19]C)[CH:14]=3)[CH:9]=2)[C:4]=1[C:21]([N:23]1[CH2:28][CH2:27][N:26](C(OC(C)(C)C)=O)[CH2:25][CH2:24]1)=[O:22].B(Br)(Br)Br, predict the reaction product. The product is: [OH:2][C:3]1[CH:12]=[CH:11][C:10]2[C:5](=[CH:6][CH:7]=[C:8]([C:13]3[CH:18]=[CH:17][CH:16]=[C:15]([OH:19])[CH:14]=3)[CH:9]=2)[C:4]=1[C:21]([N:23]1[CH2:28][CH2:27][NH:26][CH2:25][CH2:24]1)=[O:22]. (3) Given the reactants [Br:1]N1C(=O)CCC1=O.C(OOC(=O)C1C=CC=CC=1)(=O)C1C=CC=CC=1.[OH:27][C:28]1[CH:38]=[CH:37][C:31]([C:32]([O:34][CH2:35][CH3:36])=[O:33])=[C:30]([CH3:39])[N:29]=1, predict the reaction product. The product is: [Br:1][C:38]1[C:28]([OH:27])=[N:29][C:30]([CH3:39])=[C:31]([CH:37]=1)[C:32]([O:34][CH2:35][CH3:36])=[O:33].